Dataset: Peptide-MHC class II binding affinity with 134,281 pairs from IEDB. Task: Regression. Given a peptide amino acid sequence and an MHC pseudo amino acid sequence, predict their binding affinity value. This is MHC class II binding data. (1) The peptide sequence is GELQEVDKIDAAFKI. The MHC is DRB3_0202 with pseudo-sequence DRB3_0202. The binding affinity (normalized) is 0.132. (2) The peptide sequence is ELEKYQQDNSERGVPN. The MHC is H-2-IAd with pseudo-sequence H-2-IAd. The binding affinity (normalized) is 0. (3) The peptide sequence is QLQQFQKEDAALTIY. The MHC is DRB1_1302 with pseudo-sequence DRB1_1302. The binding affinity (normalized) is 0.610. (4) The peptide sequence is VRKTIPDVIELAYQK. The MHC is DRB1_0405 with pseudo-sequence DRB1_0405. The binding affinity (normalized) is 0.433. (5) The peptide sequence is DVKFPGGSQIVGGVY. The MHC is HLA-DQA10501-DQB10301 with pseudo-sequence HLA-DQA10501-DQB10301. The binding affinity (normalized) is 0.638. (6) The peptide sequence is TASKLLEDRVGLNHI. The MHC is H-2-IAb with pseudo-sequence H-2-IAb. The binding affinity (normalized) is 0.